From a dataset of Catalyst prediction with 721,799 reactions and 888 catalyst types from USPTO. Predict which catalyst facilitates the given reaction. (1) Reactant: Cl.[NH2:2][CH2:3][C:4]1[CH:12]=[CH:11][CH:10]=[C:9]2[C:5]=1[C:6](=[O:22])[N:7]([CH:14]1[CH2:19][CH2:18][C:17](=[O:20])[NH:16][C:15]1=[O:21])[C:8]2=[O:13].C(N(C(C)C)CC)(C)C.[F:32][C:33]([F:45])([F:44])[O:34][C:35]1[CH:43]=[CH:42][C:38]([C:39](Cl)=[O:40])=[CH:37][CH:36]=1. Product: [O:21]=[C:15]1[CH:14]([N:7]2[C:6](=[O:22])[C:5]3[C:9](=[CH:10][CH:11]=[CH:12][C:4]=3[CH2:3][NH:2][C:39](=[O:40])[C:38]3[CH:42]=[CH:43][C:35]([O:34][C:33]([F:32])([F:44])[F:45])=[CH:36][CH:37]=3)[C:8]2=[O:13])[CH2:19][CH2:18][C:17](=[O:20])[NH:16]1. The catalyst class is: 2. (2) Reactant: Br[C:2]1[S:3][C:4]([C:7]([O:9][CH3:10])=[O:8])=[CH:5][N:6]=1.[C:11]1([N:17]2[CH2:22][CH2:21][NH:20][CH2:19][CH:18]2CC)C=CC=C[CH:12]=1.C(=O)([O-])[O-:26].[K+].[K+]. Product: [CH3:10][O:9][C:7]([C:4]1[S:3][C:2]([N:20]2[CH2:21][CH2:22][N:17]([CH2:11][CH2:12][OH:26])[CH2:18][CH2:19]2)=[N:6][CH:5]=1)=[O:8]. The catalyst class is: 10.